Dataset: Reaction yield outcomes from USPTO patents with 853,638 reactions. Task: Predict the reaction yield, written as a fraction of the theoretical maximum amount of product (1.0 means a 100% yield; for example, 0.34 means a 34% yield). (1) The reactants are COC[O:4][C:5]1[CH:12]=[CH:11][CH:10]=[CH:9][C:6]=1[CH:7]=[O:8].C[C:14]1[CH:21]=[CH:20][CH:19]=[C:18](C)[C:15]=1[CH:16]=O.Cl. The catalyst is O1CCCC1. The product is [C:5]1([C:16]([C:15]2[CH:14]=[CH:21][CH:20]=[CH:19][CH:18]=2)=[CH:16][C:15]2[CH:18]=[CH:19][C:20]([C:7]([C:6]3[CH:9]=[CH:10][CH:11]=[CH:12][C:5]=3[OH:4])=[O:8])=[CH:21][CH:14]=2)[CH:12]=[CH:11][CH:10]=[CH:9][CH:6]=1. The yield is 0.840. (2) The reactants are C1(C(C2C=CC=CC=2)[N:8]2[C:16]3[C:11](=[CH:12][CH:13]=[CH:14][C:15]=3[F:17])[C:10]3([C:29]4[C:20](=[CH:21][C:22]5[O:27][CH2:26][CH2:25][O:24][C:23]=5[CH:28]=4)[O:19][CH2:18]3)[C:9]2=[O:30])C=CC=CC=1.C([SiH](CC)CC)C. The catalyst is FC(F)(F)C(O)=O. The product is [F:17][C:15]1[CH:14]=[CH:13][CH:12]=[C:11]2[C:16]=1[NH:8][C:9](=[O:30])[C:10]12[C:29]2[C:20](=[CH:21][C:22]3[O:27][CH2:26][CH2:25][O:24][C:23]=3[CH:28]=2)[O:19][CH2:18]1. The yield is 0.260.